Dataset: Forward reaction prediction with 1.9M reactions from USPTO patents (1976-2016). Task: Predict the product of the given reaction. (1) Given the reactants CC1C=C(P(C2C=C(C)C=C(C)C=2)C2C=CC3OCOC=3C=2C2C3OCOC=3C=CC=2P(C2C=C(C)C=C(C)C=2)C2C=C(C)C=C(C)C=2)C=C(C)C=1.[C:53]([O-:56])(=[O:55])[CH3:54].[NH4+:57].[C:58]([O:64][CH3:65])(=[O:63])[CH2:59][C:60]([CH3:62])=O.CO, predict the reaction product. The product is: [C:53]([OH:56])(=[O:55])[CH3:54].[NH2:57][C@H:60]([CH3:62])[CH2:59][C:58]([O:64][CH3:65])=[O:63]. (2) Given the reactants [CH3:1][C:2]1([CH3:21])[NH:6][C:5](=[O:7])[N:4]([C:8]([C:10]2[C:19]3[C:14](=[CH:15][CH:16]=[CH:17][CH:18]=3)[CH:13]=[CH:12][CH:11]=2)=[O:9])[C:3]1=[O:20].Br[CH2:23][C:24]([O:26][C:27]([CH3:30])([CH3:29])[CH3:28])=[O:25].C(=O)([O-])[O-].[K+].[K+].O, predict the reaction product. The product is: [CH3:1][C:2]1([CH3:21])[N:6]([CH2:23][C:24]([O:26][C:27]([CH3:30])([CH3:29])[CH3:28])=[O:25])[C:5](=[O:7])[N:4]([C:8]([C:10]2[C:19]3[C:14](=[CH:15][CH:16]=[CH:17][CH:18]=3)[CH:13]=[CH:12][CH:11]=2)=[O:9])[C:3]1=[O:20]. (3) Given the reactants [NH2:1][C:2]1[CH:3]=[C:4]([NH:8][C:9]2[N:10]=[CH:11][C:12]3[CH:18]=[C:17]([C:19]4[CH:24]=[CH:23][CH:22]=[CH:21][C:20]=4[Cl:25])[C:16](=[O:26])[N:15]([CH3:27])[C:13]=3[N:14]=2)[CH:5]=[CH:6][CH:7]=1.[C:28]([C:30](=[CH:34][CH:35]1[CH2:37][CH2:36]1)[C:31](O)=[O:32])#[N:29].CN(C(ON1N=NC2C=CC=NC1=2)=[N+](C)C)C.F[P-](F)(F)(F)(F)F.CCN(C(C)C)C(C)C, predict the reaction product. The product is: [Cl:25][C:20]1[CH:21]=[CH:22][CH:23]=[CH:24][C:19]=1[C:17]1[C:16](=[O:26])[N:15]([CH3:27])[C:13]2[N:14]=[C:9]([NH:8][C:4]3[CH:3]=[C:2]([NH:1][C:31](=[O:32])[C:30]([C:28]#[N:29])=[CH:34][CH:35]4[CH2:37][CH2:36]4)[CH:7]=[CH:6][CH:5]=3)[N:10]=[CH:11][C:12]=2[CH:18]=1. (4) Given the reactants [CH2:1]([O:3][C@H:4]1[CH2:8][NH:7][CH2:6][C@H:5]1[NH:9][C:10]1[C:15]([CH2:16][CH3:17])=[N:14][CH:13]=[C:12]([CH2:18][CH3:19])[N:11]=1)[CH3:2].C(N(CC)CC)C.Cl[C:28]([O:30][CH3:31])=[O:29].C([O-])(O)=O.[Na+], predict the reaction product. The product is: [CH2:16]([C:15]1[C:10]([NH:9][C@H:5]2[C@@H:4]([O:3][CH2:1][CH3:2])[CH2:8][N:7]([C:28]([O:30][CH3:31])=[O:29])[CH2:6]2)=[N:11][C:12]([CH2:18][CH3:19])=[CH:13][N:14]=1)[CH3:17]. (5) Given the reactants [C:1]([NH:11][C@H:12]([C:16]([O:18][CH2:19][CH:20]([O:28][C:29](=[O:47])[CH2:30][CH2:31][CH2:32][CH2:33][CH2:34][CH2:35][CH2:36][CH2:37][CH2:38][CH2:39][CH2:40][CH2:41][CH2:42][CH2:43][CH2:44][CH2:45][CH3:46])[CH2:21][C:22]([CH3:27])([CH3:26])[C:23]([OH:25])=[O:24])=[O:17])[CH:13]([CH3:15])[CH3:14])([O:3][CH2:4][C:5]1[CH:10]=[CH:9][CH:8]=[CH:7][CH:6]=1)=[O:2].[OH-].C([N+](CCCC)(CCCC)CCCC)CCC.[Cl:66][CH2:67]I, predict the reaction product. The product is: [C:1]([NH:11][C@H:12]([C:16]([O:18][CH2:19][CH:20]([O:28][C:29](=[O:47])[CH2:30][CH2:31][CH2:32][CH2:33][CH2:34][CH2:35][CH2:36][CH2:37][CH2:38][CH2:39][CH2:40][CH2:41][CH2:42][CH2:43][CH2:44][CH2:45][CH3:46])[CH2:21][C:22]([CH3:26])([CH3:27])[C:23]([O:25][CH2:67][Cl:66])=[O:24])=[O:17])[CH:13]([CH3:15])[CH3:14])([O:3][CH2:4][C:5]1[CH:6]=[CH:7][CH:8]=[CH:9][CH:10]=1)=[O:2]. (6) Given the reactants [C:1]([NH:8][C@H:9]([C:11](N)=O)[CH3:10])([O:3][C:4]([CH3:7])([CH3:6])[CH3:5])=[O:2].F[B-](F)(F)F.C([O+](CC)CC)C.[F:26][C:27]1[CH:28]=[CH:29][C:30]([N+:40]([O-])=O)=[C:31]([NH:33][C:34]2[CH:39]=[CH:38][CH:37]=[CH:36][N:35]=2)[CH:32]=1, predict the reaction product. The product is: [C:4]([O:3][C:1](=[O:2])[NH:8][C@H:9]([C:10]1[N:33]([C:34]2[CH:39]=[CH:38][CH:37]=[CH:36][N:35]=2)[C:31]2[CH:32]=[C:27]([F:26])[CH:28]=[CH:29][C:30]=2[N:40]=1)[CH3:11])([CH3:7])([CH3:6])[CH3:5]. (7) Given the reactants [CH2:1]([OH:3])[CH3:2].C([O-])=O.[NH4+].[CH:8](O)=O.C(O)[C:12]1[CH:17]=[CH:16][CH:15]=[CH:14][CH:13]=1, predict the reaction product. The product is: [CH3:8][O:3][CH:1]([C:12]1[CH:17]=[CH:16][CH:15]=[CH:14][CH:13]=1)[CH3:2].